This data is from Full USPTO retrosynthesis dataset with 1.9M reactions from patents (1976-2016). The task is: Predict the reactants needed to synthesize the given product. (1) Given the product [CH3:19][N:15]1[C:16]2[C:11](=[CH:10][C:9]([C:5]3[CH:4]=[C:3]([CH2:2][NH:1][C:24]([CH:21]4[CH2:23][CH2:22]4)=[O:25])[CH:8]=[N:7][CH:6]=3)=[CH:18][CH:17]=2)[CH2:12][CH2:13][C:14]1=[O:20], predict the reactants needed to synthesize it. The reactants are: [NH2:1][CH2:2][C:3]1[CH:4]=[C:5]([C:9]2[CH:10]=[C:11]3[C:16](=[CH:17][CH:18]=2)[N:15]([CH3:19])[C:14](=[O:20])[CH2:13][CH2:12]3)[CH:6]=[N:7][CH:8]=1.[CH:21]1([C:24](O)=[O:25])[CH2:23][CH2:22]1. (2) The reactants are: [Cl:1][C:2]1[CH:7]=[CH:6][C:5]([N+:8]([O-:10])=[O:9])=[CH:4][C:3]=1[OH:11].C([O-])([O-])=O.[K+].[K+].[C:18]([O:22][C:23]([N:25]1[CH2:28][CH:27]([CH2:29]OS(C)(=O)=O)[CH2:26]1)=[O:24])([CH3:21])([CH3:20])[CH3:19]. Given the product [C:18]([O:22][C:23]([N:25]1[CH2:28][CH:27]([CH2:29][O:11][C:3]2[CH:4]=[C:5]([N+:8]([O-:10])=[O:9])[CH:6]=[CH:7][C:2]=2[Cl:1])[CH2:26]1)=[O:24])([CH3:21])([CH3:19])[CH3:20], predict the reactants needed to synthesize it. (3) Given the product [CH3:23][O:22][N:21]([CH3:20])[C:12]([C:6]1[N:2]([CH3:1])[N:3]=[N:4][CH:5]=1)=[O:14], predict the reactants needed to synthesize it. The reactants are: [CH3:1][N:2]1[CH:6]=[CH:5][N:4]=[N:3]1.[Li]CCCC.[C:12](=[O:14])=O.S(Cl)(Cl)=O.Cl.[CH3:20][NH:21][O:22][CH3:23].C(N(CC)C(C)C)(C)C.C(=O)([O-])[O-].[Na+].[Na+].